From a dataset of Reaction yield outcomes from USPTO patents with 853,638 reactions. Predict the reaction yield, written as a fraction of the theoretical maximum amount of product (1.0 means a 100% yield; for example, 0.34 means a 34% yield). The reactants are [CH2:1]([O:3][C:4](=[O:22])[C:5]([C:10](=[O:21])[C:11]1[CH:16]=[CH:15][CH:14]=[CH:13][C:12]=1[C:17]([F:20])([F:19])[F:18])=[CH:6][N:7](C)C)[CH3:2].Cl.NO. The catalyst is CO. The product is [CH2:1]([O:3][C:4]([C:5]1[CH:6]=[N:7][O:21][C:10]=1[C:11]1[CH:16]=[CH:15][CH:14]=[CH:13][C:12]=1[C:17]([F:20])([F:19])[F:18])=[O:22])[CH3:2]. The yield is 0.510.